This data is from Full USPTO retrosynthesis dataset with 1.9M reactions from patents (1976-2016). The task is: Predict the reactants needed to synthesize the given product. (1) The reactants are: [Cl-].[NH4+].CN(C(ON1N=N[C:13]2[CH:14]=[CH:15][CH:16]=[N:17][C:12]1=2)=[N+](C)C)C.F[P-](F)(F)(F)(F)F.C(N([CH:33]([CH3:35])C)CC)(C)C.CN(C)C=[O:39]. Given the product [CH:13]1([C:12]([NH2:17])=[O:39])[CH2:14][CH2:15][CH2:16][CH2:35][CH2:33]1, predict the reactants needed to synthesize it. (2) Given the product [Cl:1][C:2]1[CH:3]=[CH:4][C:5]([C:8]2[CH:13]=[CH:12][N:11]3[C:14](=[O:32])[N:15]([CH2:17][C:18]4[C:19]([C:28]([OH:30])=[O:29])=[N:20][C:21]([C:24]([F:27])([F:26])[F:25])=[CH:22][CH:23]=4)[N:16]=[C:10]3[C:9]=2[C:33]2[CH:34]=[CH:35][N:36]=[CH:37][CH:38]=2)=[CH:6][CH:7]=1, predict the reactants needed to synthesize it. The reactants are: [Cl:1][C:2]1[CH:7]=[CH:6][C:5]([C:8]2[CH:13]=[CH:12][N:11]3[C:14](=[O:32])[N:15]([CH2:17][C:18]4[C:19]([C:28]([O:30]C)=[O:29])=[N:20][C:21]([C:24]([F:27])([F:26])[F:25])=[CH:22][CH:23]=4)[N:16]=[C:10]3[C:9]=2[C:33]2[CH:38]=[CH:37][N:36]=[CH:35][CH:34]=2)=[CH:4][CH:3]=1.Cl. (3) Given the product [Br:1][C:2]1[CH:3]=[N:4][N:5]([CH3:16])[C:6]=1[C:7]1[CH:8]=[C:9]([C:13]([NH:17][C@@H:18]([CH2:31][C:32]2[CH:37]=[CH:36][CH:35]=[CH:34][C:33]=2[C:38]([F:41])([F:39])[F:40])[CH2:19][N:20]2[C:28](=[O:29])[C:27]3[C:22](=[CH:23][CH:24]=[CH:25][CH:26]=3)[C:21]2=[O:30])=[O:15])[O:10][C:11]=1[CH3:12], predict the reactants needed to synthesize it. The reactants are: [Br:1][C:2]1[CH:3]=[N:4][N:5]([CH3:16])[C:6]=1[C:7]1[CH:8]=[C:9]([C:13]([OH:15])=O)[O:10][C:11]=1[CH3:12].[NH2:17][C@@H:18]([CH2:31][C:32]1[CH:37]=[CH:36][CH:35]=[CH:34][C:33]=1[C:38]([F:41])([F:40])[F:39])[CH2:19][N:20]1[C:28](=[O:29])[C:27]2[C:22](=[CH:23][CH:24]=[CH:25][CH:26]=2)[C:21]1=[O:30].C(N(C(C)C)CC)(C)C.F[P-](F)(F)(F)(F)F.Br[P+](N1CCCC1)(N1CCCC1)N1CCCC1. (4) Given the product [Br:1][C:2]1[CH:3]=[CH:4][C:5]([Cl:10])=[C:6]([CH2:7][C:11]#[N:13])[CH:9]=1, predict the reactants needed to synthesize it. The reactants are: [Br:1][C:2]1[CH:3]=[CH:4][C:5]([Cl:10])=[C:6]([CH:9]=1)[CH2:7]Cl.[C:11](#[N:13])C.